Task: Predict the reactants needed to synthesize the given product.. Dataset: Full USPTO retrosynthesis dataset with 1.9M reactions from patents (1976-2016) (1) Given the product [CH2:1]([O:3][C:4](=[O:8])[C:5]([NH:10][CH2:11][C:12]([C:14]1[CH:15]=[CH:16][C:17]([S:20]([CH3:23])(=[O:22])=[O:21])=[CH:18][CH:19]=1)=[O:13])=[O:6])[CH3:2], predict the reactants needed to synthesize it. The reactants are: [CH2:1]([O:3][C:4](=[O:8])[C:5](Cl)=[O:6])[CH3:2].Cl.[NH2:10][CH2:11][C:12]([C:14]1[CH:19]=[CH:18][C:17]([S:20]([CH3:23])(=[O:22])=[O:21])=[CH:16][CH:15]=1)=[O:13].C(N(CC)CC)C.O. (2) Given the product [F:1][C:2]1[CH:3]=[CH:4][C:5]([OH:28])=[C:6]([C:8]2[CH:13]=[CH:12][CH:11]=[C:10]([S:14]([NH:17][C:18]3[CH:26]=[CH:25][C:21]([C:22]([O:24][CH2:29][CH2:30][OH:31])=[O:23])=[C:20]([OH:27])[CH:19]=3)(=[O:15])=[O:16])[CH:9]=2)[CH:7]=1, predict the reactants needed to synthesize it. The reactants are: [F:1][C:2]1[CH:3]=[CH:4][C:5]([OH:28])=[C:6]([C:8]2[CH:13]=[CH:12][CH:11]=[C:10]([S:14]([NH:17][C:18]3[CH:26]=[CH:25][C:21]([C:22]([OH:24])=[O:23])=[C:20]([OH:27])[CH:19]=3)(=[O:16])=[O:15])[CH:9]=2)[CH:7]=1.[CH2:29](O)[CH2:30][OH:31]. (3) Given the product [F:20][C:21]1[CH:22]=[C:23]([C:27]2[S:31][C:30]([CH3:32])=[N:29][C:28]=2[C:33]([N:3]2[CH2:4][C@H:5]3[C@H:1]([CH2:6]3)[C@H:2]2[CH2:7][NH:8][C:9]([C:11]2[CH:12]=[CH:13][CH:14]=[C:15]3[O:19][CH:18]=[CH:17][C:16]=23)=[O:10])=[O:34])[CH:24]=[CH:25][CH:26]=1, predict the reactants needed to synthesize it. The reactants are: [C@H:1]12[CH2:6][C@H:5]1[CH2:4][NH:3][C@@H:2]2[CH2:7][NH:8][C:9]([C:11]1[CH:12]=[CH:13][CH:14]=[C:15]2[O:19][CH:18]=[CH:17][C:16]=12)=[O:10].[F:20][C:21]1[CH:22]=[C:23]([C:27]2[S:31][C:30]([CH3:32])=[N:29][C:28]=2[C:33](O)=[O:34])[CH:24]=[CH:25][CH:26]=1. (4) Given the product [Br:1][C:2]1[CH:3]=[C:4]([S:9]([N:12]2[CH2:16][CH2:15][CH2:14][CH2:13]2)(=[O:11])=[O:10])[CH:5]=[CH:6][C:7]=1[O:25][C:19]1[CH:20]=[CH:21][C:22]([F:24])=[CH:23][C:18]=1[F:17], predict the reactants needed to synthesize it. The reactants are: [Br:1][C:2]1[CH:3]=[C:4]([S:9]([N:12]2[CH2:16][CH2:15][CH2:14][CH2:13]2)(=[O:11])=[O:10])[CH:5]=[CH:6][C:7]=1F.[F:17][C:18]1[CH:23]=[C:22]([F:24])[CH:21]=[CH:20][C:19]=1[OH:25].C(=O)([O-])[O-].[Cs+].[Cs+].O. (5) Given the product [C:1]([O:5][C:6]([N:8]1[CH2:13][CH2:12][NH:11][CH2:10][C@H:9]1[CH:21]([C:28]1[CH:29]=[CH:30][CH:31]=[CH:32][CH:33]=1)[C:22]1[CH:23]=[CH:24][CH:25]=[CH:26][CH:27]=1)=[O:7])([CH3:4])([CH3:2])[CH3:3], predict the reactants needed to synthesize it. The reactants are: [C:1]([O:5][C:6]([N:8]1[CH2:13][CH2:12][N:11](CC2C=CC=CC=2)[CH2:10][C@H:9]1[CH:21]([C:28]1[CH:33]=[CH:32][CH:31]=[CH:30][CH:29]=1)[C:22]1[CH:27]=[CH:26][CH:25]=[CH:24][CH:23]=1)=[O:7])([CH3:4])([CH3:3])[CH3:2].[H][H].